From a dataset of Full USPTO retrosynthesis dataset with 1.9M reactions from patents (1976-2016). Predict the reactants needed to synthesize the given product. Given the product [Br:1][C:2]1[CH:7]=[CH:6][C:5]([O:8][CH2:11][CH2:12][CH3:13])=[CH:4][CH:3]=1, predict the reactants needed to synthesize it. The reactants are: [Br:1][C:2]1[CH:7]=[CH:6][C:5]([OH:8])=[CH:4][CH:3]=1.[OH-].[Na+].[CH3:11][CH2:12][CH2:13]Br.O.